From a dataset of Forward reaction prediction with 1.9M reactions from USPTO patents (1976-2016). Predict the product of the given reaction. (1) Given the reactants [NH:1]1[C:11](=[O:12])[C:10]2[NH:9][C:7](=[O:8])[NH:6][C:5]=2[NH:4][C:2]1=[O:3].[OH-].[Na+:14], predict the reaction product. The product is: [C:10]12[NH:9][C:7](=[O:8])[N-:6][C:5]=1[NH:4][C:2]([NH:1][C:11]2=[O:12])=[O:3].[Na+:14]. (2) Given the reactants Br.[OH:2][C:3]1[CH:13]=[CH:12][C:6]2[CH2:7][CH2:8][NH:9][CH2:10][CH2:11][C:5]=2[CH:4]=1.C(N(CC)CC)C.[C:21](O[C:21]([O:23][C:24]([CH3:27])([CH3:26])[CH3:25])=[O:22])([O:23][C:24]([CH3:27])([CH3:26])[CH3:25])=[O:22], predict the reaction product. The product is: [C:24]([O:23][C:21]([N:9]1[CH2:8][CH2:7][C:6]2[CH:12]=[CH:13][C:3]([OH:2])=[CH:4][C:5]=2[CH2:11][CH2:10]1)=[O:22])([CH3:27])([CH3:26])[CH3:25]. (3) Given the reactants C1C=CC(C2C=CC=CC=2)=CC=1.C1C=CC(OC2C=CC=CC=2)=CC=1.[CH3:26][O:27][C:28]1[CH:51]=[CH:50][C:31]([CH2:32][N:33]2[C:37]([NH:38][CH:39]=[C:40]3[C:45](=[O:46])OC(C)(C)OC3=O)=[CH:36][CH:35]=[N:34]2)=[CH:30][CH:29]=1, predict the reaction product. The product is: [CH3:26][O:27][C:28]1[CH:29]=[CH:30][C:31]([CH2:32][N:33]2[C:37]3[N:38]=[CH:39][CH:40]=[C:45]([OH:46])[C:36]=3[CH:35]=[N:34]2)=[CH:50][CH:51]=1.